Dataset: Forward reaction prediction with 1.9M reactions from USPTO patents (1976-2016). Task: Predict the product of the given reaction. (1) Given the reactants [C:1]([C:5]1[CH:6]=[C:7]([C:15]2[CH:20]=[CH:19][C:18](/[CH:21]=[CH:22]/[CH2:23][OH:24])=[CH:17][CH:16]=2)[CH:8]=[C:9]([C:11]([CH3:14])([CH3:13])[CH3:12])[CH:10]=1)([CH3:4])([CH3:3])[CH3:2].[CH2:25]([O:27][C@@H:28]([CH2:34][C:35]1[CH:40]=[CH:39][C:38](O)=[CH:37][CH:36]=1)[C:29]([O:31][CH2:32][CH3:33])=[O:30])[CH3:26], predict the reaction product. The product is: [C:11]([C:9]1[CH:8]=[C:7]([C:15]2[CH:16]=[CH:17][C:18](/[CH:21]=[CH:22]/[CH2:23][O:24][C:38]3[CH:37]=[CH:36][C:35]([CH2:34][C@H:28]([O:27][CH2:25][CH3:26])[C:29]([O:31][CH2:32][CH3:33])=[O:30])=[CH:40][CH:39]=3)=[CH:19][CH:20]=2)[CH:6]=[C:5]([C:1]([CH3:2])([CH3:3])[CH3:4])[CH:10]=1)([CH3:14])([CH3:13])[CH3:12]. (2) Given the reactants [Cl:1][S:2]([OH:5])(=O)=[O:3].C[O:7][C:8](=[O:28])[CH:9]=[CH:10][C:11]1[CH:16]=[CH:15][CH:14]=[C:13](S(=O)(=O)NC2C=CC=C(Br)C=2)[CH:12]=1.Cl, predict the reaction product. The product is: [Cl:1][S:2]([C:14]1[CH:15]=[CH:16][C:11]([CH:10]=[CH:9][C:8]([OH:28])=[O:7])=[CH:12][CH:13]=1)(=[O:5])=[O:3].